Dataset: Reaction yield outcomes from USPTO patents with 853,638 reactions. Task: Predict the reaction yield, written as a fraction of the theoretical maximum amount of product (1.0 means a 100% yield; for example, 0.34 means a 34% yield). The reactants are [C:1]([Sn](CCCC)(CCCC)CCCC)#[N:2].FC(F)(F)S(O[C:22]1[CH:23]=[CH:24][C:25]([C:28]2[N:32]([C:33]3[CH:34]=[N:35][CH:36]=[CH:37][CH:38]=3)[N:31]=[C:30]([C:39]([N:41]3[CH2:46][CH2:45][C:44]([F:48])([F:47])[CH2:43][CH2:42]3)=[O:40])[CH:29]=2)=[N:26][CH:27]=1)(=O)=O.C(=O)([O-])O.[Na+]. The catalyst is ClC(Cl)C.C1C=CC([P]([Pd]([P](C2C=CC=CC=2)(C2C=CC=CC=2)C2C=CC=CC=2)([P](C2C=CC=CC=2)(C2C=CC=CC=2)C2C=CC=CC=2)[P](C2C=CC=CC=2)(C2C=CC=CC=2)C2C=CC=CC=2)(C2C=CC=CC=2)C2C=CC=CC=2)=CC=1. The product is [C:1]([C:22]1[CH:23]=[CH:24][C:25]([C:28]2[N:32]([C:33]3[CH:34]=[N:35][CH:36]=[CH:37][CH:38]=3)[N:31]=[C:30]([C:39]([N:41]3[CH2:42][CH2:43][C:44]([F:48])([F:47])[CH2:45][CH2:46]3)=[O:40])[CH:29]=2)=[N:26][CH:27]=1)#[N:2]. The yield is 0.800.